Dataset: Full USPTO retrosynthesis dataset with 1.9M reactions from patents (1976-2016). Task: Predict the reactants needed to synthesize the given product. Given the product [CH:36]1[C:37]2[CH:25]([CH2:24][O:23][C:21]([NH:2][C:3]3[C:4]([CH3:14])=[CH:5][C:6]([CH3:13])=[C:7]([S:9]([OH:12])(=[O:10])=[O:11])[CH:8]=3)=[O:22])[C:26]3[C:31](=[CH:30][CH:29]=[CH:28][CH:27]=3)[C:32]=2[CH:33]=[CH:34][CH:35]=1, predict the reactants needed to synthesize it. The reactants are: [Na+].[NH2:2][C:3]1[C:4]([CH3:14])=[CH:5][C:6]([CH3:13])=[C:7]([S:9]([O-:12])(=[O:11])=[O:10])[CH:8]=1.C([O-])(O)=O.[Na+].Cl[C:21]([O:23][CH2:24][CH:25]1[C:37]2[CH:36]=[CH:35][CH:34]=[CH:33][C:32]=2[C:31]2[C:26]1=[CH:27][CH:28]=[CH:29][CH:30]=2)=[O:22].